From a dataset of Aqueous solubility values for 9,982 compounds from the AqSolDB database. Regression/Classification. Given a drug SMILES string, predict its absorption, distribution, metabolism, or excretion properties. Task type varies by dataset: regression for continuous measurements (e.g., permeability, clearance, half-life) or binary classification for categorical outcomes (e.g., BBB penetration, CYP inhibition). For this dataset (solubility_aqsoldb), we predict Y. The molecule is O=C(O)c1ccccn1. The Y is 0.892 log mol/L.